Dataset: Human Reference Interactome with 51,813 positive PPI pairs across 8,248 proteins, plus equal number of experimentally-validated negative pairs. Task: Binary Classification. Given two protein amino acid sequences, predict whether they physically interact or not. Result: 0 (the proteins do not interact). Protein 1 (ENSG00000174469) has sequence MQAAPRAGCGAALLLWIVSSCLCRAWTAPSTSQKCDEPLVSGLPHVAFSSSSSISGSYSPGYAKINKRGGAGGWSPSDSDHYQWLQVDFGNRKQISAIATQGRYSSSDWVTQYRMLYSDTGRNWKPYHQDGNIWAFPGNINSDGVVRHELQHPIIARYVRIVPLDWNGEGRIGLRIEVYGCSYWADVINFDGHVVLPYRFRNKKMKTLKDVIALNFKTSESEGVILHGEGQQGDYITLELKKAKLVLSLNLGSNQLGPIYGHTSVMTGSLLDDHHWHSVVIERQGRSINLTLDRSMQHFR.... Protein 2 (ENSG00000182195) has sequence MVDELVLLLHALLMRHRALSIENSQLMEQLRLLVCERASLLRQVRPPSCPVPFPETFNGESSRLPEFIVQTASYMLVNENRFCNDAMKVAFLISLLTGEAEEWVVPYIEMDSPILGDYRAFLDEMKQCFGWDDDEDDDDEEEEDDY*.